This data is from Reaction yield outcomes from USPTO patents with 853,638 reactions. The task is: Predict the reaction yield, written as a fraction of the theoretical maximum amount of product (1.0 means a 100% yield; for example, 0.34 means a 34% yield). (1) The reactants are [CH2:1]([C:4]1[C:13]([OH:14])=[C:12]([N+:15]([O-:17])=[O:16])[CH:11]=[CH:10][C:5]=1[C:6]([O:8][CH3:9])=[O:7])[CH:2]=[CH2:3].ClC1C=CC=C(C(OO)=[O:26])C=1.S([O-])([O-])(=O)=S.[Na+].[Na+].C(=O)(O)[O-].[Na+]. The catalyst is ClCCl. The product is [OH:26][CH2:3][CH:2]1[CH2:1][C:4]2=[C:5]([C:6]([O:8][CH3:9])=[O:7])[CH:10]=[CH:11][C:12]([N+:15]([O-:17])=[O:16])=[C:13]2[O:14]1. The yield is 0.870. (2) The reactants are [Cl:1][C:2]1[C:3]([CH3:14])=[C:4](I)[C:5]([O:11][CH3:12])=[C:6]([C:8](=[O:10])[CH3:9])[CH:7]=1.[CH3:15][C:16]1(C)C(C)(C)OB(C=C)O1.ClCCl.C(=O)([O-])[O-].[K+].[K+]. The catalyst is O1CCOCC1.O. The product is [Cl:1][C:2]1[C:3]([CH3:14])=[C:4]([CH:15]=[CH2:16])[C:5]([O:11][CH3:12])=[C:6]([C:8](=[O:10])[CH3:9])[CH:7]=1. The yield is 0.820. (3) The reactants are [CH3:1][O:2][C:3]1[CH:24]=[CH:23][C:6]([O:7][C:8]2[CH:9]=[C:10]([C:17]3[CH:22]=[CH:21][CH:20]=[CH:19][CH:18]=3)[CH:11]=[CH:12][C:13]=2[N+:14]([O-])=O)=[CH:5][CH:4]=1. The catalyst is [Pd].CO. The product is [CH3:1][O:2][C:3]1[CH:24]=[CH:23][C:6]([O:7][C:8]2[CH:9]=[C:10]([C:17]3[CH:22]=[CH:21][CH:20]=[CH:19][CH:18]=3)[CH:11]=[CH:12][C:13]=2[NH2:14])=[CH:5][CH:4]=1. The yield is 1.13.